Dataset: Peptide-MHC class II binding affinity with 134,281 pairs from IEDB. Task: Regression. Given a peptide amino acid sequence and an MHC pseudo amino acid sequence, predict their binding affinity value. This is MHC class II binding data. (1) The peptide sequence is ASAAALAGDAAGAWR. The MHC is HLA-DPA10201-DPB10501 with pseudo-sequence HLA-DPA10201-DPB10501. The binding affinity (normalized) is 0. (2) The peptide sequence is DSYKFIPTLVAAVKQ. The MHC is HLA-DQA10102-DQB10602 with pseudo-sequence HLA-DQA10102-DQB10602. The binding affinity (normalized) is 0.365. (3) The peptide sequence is HYLALLVKYAAGDGN. The MHC is HLA-DQA10501-DQB10201 with pseudo-sequence HLA-DQA10501-DQB10201. The binding affinity (normalized) is 0. (4) The peptide sequence is GLRSLTDLLRALGAQ. The MHC is DRB4_0101 with pseudo-sequence DRB4_0103. The binding affinity (normalized) is 0.403. (5) The peptide sequence is KNPTDTGHGTVVMQV. The MHC is HLA-DQA10201-DQB10402 with pseudo-sequence HLA-DQA10201-DQB10402. The binding affinity (normalized) is 0.224. (6) The peptide sequence is KFITHSVTFSEINKA. The MHC is HLA-DPA10201-DPB10101 with pseudo-sequence HLA-DPA10201-DPB10101. The binding affinity (normalized) is 0.569. (7) The peptide sequence is PVGFFTALAVLIECH. The MHC is DRB1_0301 with pseudo-sequence DRB1_0301. The binding affinity (normalized) is 0.393.